This data is from Forward reaction prediction with 1.9M reactions from USPTO patents (1976-2016). The task is: Predict the product of the given reaction. (1) Given the reactants [CH3:1][O:2][C:3]1[CH:8]=[CH:7][C:6]([S:9]([N:12]2[CH2:17][CH2:16][N:15]([C:18](=[S:20])[NH2:19])[CH2:14][CH2:13]2)(=[O:11])=[O:10])=[CH:5][CH:4]=1.C([O-])(O)=O.[Na+].Cl[CH2:27][C:28](=O)[CH2:29][C:30]1[CH:35]=[CH:34][C:33]([O:36][CH3:37])=[CH:32][CH:31]=1.N, predict the reaction product. The product is: [CH3:37][O:36][C:33]1[CH:34]=[CH:35][C:30]([CH2:29][C:28]2[N:19]=[C:18]([N:15]3[CH2:14][CH2:13][N:12]([S:9]([C:6]4[CH:5]=[CH:4][C:3]([O:2][CH3:1])=[CH:8][CH:7]=4)(=[O:10])=[O:11])[CH2:17][CH2:16]3)[S:20][CH:27]=2)=[CH:31][CH:32]=1. (2) Given the reactants CN(C(ON1N=NC2C=CC=NC1=2)=[N+](C)C)C.F[P-](F)(F)(F)(F)F.Cl.Cl.[Cl:27][C:28]1[C:29]([F:54])=[C:30]([NH:34][C:35]2[C:44]3[C:39](=[CH:40][C:41]([O:52][CH3:53])=[C:42]([O:45][CH:46]4[CH2:51][CH2:50][NH:49][CH2:48][CH2:47]4)[CH:43]=3)[N:38]=[CH:37][N:36]=2)[CH:31]=[CH:32][CH:33]=1.C(N(C(C)C)CC)(C)C.[CH3:64][C:65]1[CH:69]=[C:68]([CH2:70][C:71](O)=[O:72])[O:67][N:66]=1, predict the reaction product. The product is: [Cl:27][C:28]1[C:29]([F:54])=[C:30]([NH:34][C:35]2[C:44]3[C:39](=[CH:40][C:41]([O:52][CH3:53])=[C:42]([O:45][CH:46]4[CH2:47][CH2:48][N:49]([C:71](=[O:72])[CH2:70][C:68]5[O:67][N:66]=[C:65]([CH3:64])[CH:69]=5)[CH2:50][CH2:51]4)[CH:43]=3)[N:38]=[CH:37][N:36]=2)[CH:31]=[CH:32][CH:33]=1. (3) Given the reactants [Cl:1][C:2]1[CH:27]=[CH:26][C:5]2[CH2:6][CH:7]([CH3:25])[N:8]([C:21](=[O:24])[CH2:22][CH3:23])[N:9]=[C:10]([C:11]3[CH:16]=[CH:15][C:14]([N+:17]([O-])=O)=[C:13]([CH3:20])[CH:12]=3)[C:4]=2[CH:3]=1.O.NN, predict the reaction product. The product is: [NH2:17][C:14]1[CH:15]=[CH:16][C:11]([C:10]2[C:4]3[CH:3]=[C:2]([Cl:1])[CH:27]=[CH:26][C:5]=3[CH2:6][CH:7]([CH3:25])[N:8]([C:21](=[O:24])[CH2:22][CH3:23])[N:9]=2)=[CH:12][C:13]=1[CH3:20]. (4) The product is: [N:13]1([C:8]([C:5]2[N:6]=[N:7][C:2]([Cl:24])=[CH:3][CH:4]=2)=[O:10])[CH2:14][CH2:17][CH2:16]1. Given the reactants O[C:2]1[N:7]=[N:6][C:5]([C:8]([OH:10])=O)=[CH:4][CH:3]=1.C([N:13]([CH2:16][CH3:17])[CH2:14]C)C.N1CCC1.P(Cl)(Cl)([Cl:24])=O, predict the reaction product. (5) Given the reactants CN([CH:9]=[O:10])C1C=CC=CC=1.P(Cl)(Cl)(Cl)=O.[CH3:16][C:17]1[CH:18]=[C:19]([O:24][CH2:25][CH:26]=[CH2:27])[CH:20]=[C:21]([CH3:23])[CH:22]=1, predict the reaction product. The product is: [CH2:25]([O:24][C:19]1[CH:20]=[C:21]([CH3:23])[C:22]([CH:9]=[O:10])=[C:17]([CH3:16])[CH:18]=1)[CH:26]=[CH2:27]. (6) Given the reactants [NH2:1][C:2]1[CH:3]=[CH:4][C:5]([NH:8][C:9](=[O:11])[CH3:10])=[N:6][CH:7]=1.[C:12]([C:16]1[CH:21]=[CH:20][C:19]([S:22](Cl)(=[O:24])=[O:23])=[CH:18][CH:17]=1)([CH3:15])([CH3:14])[CH3:13], predict the reaction product. The product is: [C:12]([C:16]1[CH:21]=[CH:20][C:19]([S:22]([NH:1][C:2]2[CH:3]=[CH:4][C:5]([NH:8][C:9](=[O:11])[CH3:10])=[N:6][CH:7]=2)(=[O:24])=[O:23])=[CH:18][CH:17]=1)([CH3:15])([CH3:13])[CH3:14]. (7) Given the reactants ClC1C=CC(N[N:9]=[C:10]([C:16](=[O:18])[CH3:17])[C:11]([O:13][CH2:14][CH3:15])=[O:12])=CC=1.[CH3:19][C:20]1[CH:26]=[C:25]([CH3:27])[CH:24]=[CH:23][C:21]=1[NH2:22], predict the reaction product. The product is: [CH3:19][C:20]1[CH:26]=[C:25]([CH3:27])[CH:24]=[CH:23][C:21]=1[NH:22][N:9]=[C:10]([C:16](=[O:18])[CH3:17])[C:11]([O:13][CH2:14][CH3:15])=[O:12].